Dataset: Forward reaction prediction with 1.9M reactions from USPTO patents (1976-2016). Task: Predict the product of the given reaction. (1) The product is: [NH2:13][C:7]1[C:6]2[C:11](=[CH:12][C:3]([N:1]3[C:21]4[CH2:22][C:23]([CH3:28])([CH3:27])[CH2:24][C:25](=[O:26])[C:20]=4[C:18]([CH2:17][CH:14]4[CH2:16][CH2:15]4)=[N:2]3)=[CH:4][CH:5]=2)[N:10]=[CH:9][N:8]=1. Given the reactants [NH:1]([C:3]1[CH:12]=[C:11]2[C:6]([C:7]([NH2:13])=[N:8][CH:9]=[N:10]2)=[CH:5][CH:4]=1)[NH2:2].[CH:14]1([CH2:17][C:18]([CH:20]2[C:25](=[O:26])[CH2:24][C:23]([CH3:28])([CH3:27])[CH2:22][C:21]2=O)=O)[CH2:16][CH2:15]1, predict the reaction product. (2) Given the reactants [Br:1][C:2]1[CH:7]=[CH:6][C:5]([O:8][CH3:9])=[C:4]([CH:10]=[CH:11][CH2:12][CH2:13][O:14][CH3:15])[CH:3]=1.C(O)(=O)C, predict the reaction product. The product is: [Br:1][C:2]1[CH:7]=[CH:6][C:5]([O:8][CH3:9])=[C:4]([CH2:10][CH2:11][CH2:12][CH2:13][O:14][CH3:15])[CH:3]=1.